This data is from Catalyst prediction with 721,799 reactions and 888 catalyst types from USPTO. The task is: Predict which catalyst facilitates the given reaction. (1) Reactant: [CH3:1][O:2][C:3]1[CH:11]=[CH:10][CH:9]=[C:8]([C:12]([F:15])([F:14])[F:13])[C:4]=1[C:5](O)=[O:6].ClC1C=CC=CC=1.S(C)C. Product: [CH3:1][O:2][C:3]1[CH:11]=[CH:10][CH:9]=[C:8]([C:12]([F:13])([F:15])[F:14])[C:4]=1[CH2:5][OH:6]. The catalyst class is: 25. (2) Reactant: [CH2:1]([O:8][C:9]([C:18]1[N:23]=[CH:22][C:21]([N:24]2[CH2:29][CH2:28][NH:27][CH2:26][CH2:25]2)=[C:20]([CH2:30][CH2:31][CH3:32])[CH:19]=1)([C:14]([F:17])([F:16])[F:15])[C:10]([F:13])([F:12])[F:11])[C:2]1[CH:7]=[CH:6][CH:5]=[CH:4][CH:3]=1.[Br:33][CH2:34][C:35](Br)=[O:36]. Product: [CH2:1]([O:8][C:9]([C:18]1[N:23]=[CH:22][C:21]([N:24]2[CH2:29][CH2:28][N:27]([C:35](=[O:36])[CH2:34][Br:33])[CH2:26][CH2:25]2)=[C:20]([CH2:30][CH2:31][CH3:32])[CH:19]=1)([C:10]([F:11])([F:12])[F:13])[C:14]([F:16])([F:15])[F:17])[C:2]1[CH:3]=[CH:4][CH:5]=[CH:6][CH:7]=1. The catalyst class is: 4. (3) Product: [F:1][C:2]1[CH:32]=[CH:31][C:5]([CH2:6][NH:7][C:8]([C:10]2[NH:11][C:12](=[O:30])[C:13]3[C:18]([CH2:19][O:20][CH2:21][C@@H:22]4[CH2:27][O:26][C@@H:25]([C:28]([OH:36])=[O:29])[CH2:24][O:23]4)=[CH:17][S:16][C:14]=3[N:15]=2)=[O:9])=[CH:4][C:3]=1[O:33][CH3:34]. The catalyst class is: 35. Reactant: [F:1][C:2]1[CH:32]=[CH:31][C:5]([CH2:6][NH:7][C:8]([C:10]2[NH:11][C:12](=[O:30])[C:13]3[C:18]([CH2:19][O:20][CH2:21][C@H:22]4[CH2:27][O:26][C@H:25]([CH2:28][OH:29])[CH2:24][O:23]4)=[CH:17][S:16][C:14]=3[N:15]=2)=[O:9])=[CH:4][C:3]=1[O:33][CH3:34].[Cr](O[Cr]([O-])(=O)=O)([O-])(=O)=[O:36].[NH+]1C=CC=CC=1.[NH+]1C=CC=CC=1. (4) Product: [CH3:42][O:43][C:44]1[N:45]=[C:46]([C:2]2[N:3]=[C:4]([NH:21][C:22]3[CH:27]=[CH:26][C:25]([CH:28]4[CH2:33][CH2:32][N:31]([C:34]([O:36][C:37]([CH3:38])([CH3:40])[CH3:39])=[O:35])[CH2:30][CH2:29]4)=[C:24]([CH3:41])[CH:23]=3)[C:5]3[C:6](=[O:20])[N:7]([CH2:12][O:13][CH2:14][CH2:15][Si:16]([CH3:19])([CH3:17])[CH3:18])[CH:8]=[CH:9][C:10]=3[CH:11]=2)[CH:47]=[N:48][CH:49]=1. The catalyst class is: 3. Reactant: Cl[C:2]1[N:3]=[C:4]([NH:21][C:22]2[CH:27]=[CH:26][C:25]([CH:28]3[CH2:33][CH2:32][N:31]([C:34]([O:36][C:37]([CH3:40])([CH3:39])[CH3:38])=[O:35])[CH2:30][CH2:29]3)=[C:24]([CH3:41])[CH:23]=2)[C:5]2[C:6](=[O:20])[N:7]([CH2:12][O:13][CH2:14][CH2:15][Si:16]([CH3:19])([CH3:18])[CH3:17])[CH:8]=[CH:9][C:10]=2[CH:11]=1.[CH3:42][O:43][C:44]1[CH:49]=[N:48][CH:47]=[C:46]([Sn](CCCC)(CCCC)CCCC)[N:45]=1.CCOC(C)=O.C(OCC)C. (5) Reactant: [C:1]([C:5]1[CH:10]=[CH:9][C:8]([C:11]2[C:19]3[C:14](=[CH:15][CH:16]=[CH:17][CH:18]=3)[NH:13][C:12]=2[C:20]([O:22][CH2:23][C:24]2[CH:29]=[CH:28][CH:27]=[CH:26][CH:25]=2)=[O:21])=[CH:7][CH:6]=1)([CH3:4])([CH3:3])[CH3:2].C([O:36][C:37]1[CH:42]=[C:41]([O:43][CH2:44][CH2:45][O:46][CH3:47])[CH:40]=[C:39]([CH2:48]Cl)[CH:38]=1)(=O)C(C)(C)C.C([O-])([O-])=O.[K+].[K+].CCOC(C)=O. Product: [C:1]([C:5]1[CH:6]=[CH:7][C:8]([C:11]2[C:19]3[C:14](=[CH:15][CH:16]=[CH:17][CH:18]=3)[N:13]([CH2:48][C:39]3[CH:40]=[C:41]([O:43][CH2:44][CH2:45][O:46][CH3:47])[CH:42]=[C:37]([OH:36])[CH:38]=3)[C:12]=2[C:20]([O:22][CH2:23][C:24]2[CH:29]=[CH:28][CH:27]=[CH:26][CH:25]=2)=[O:21])=[CH:9][CH:10]=1)([CH3:4])([CH3:2])[CH3:3]. The catalyst class is: 3. (6) Reactant: [CH2:1]1[C:9]2[C:4](=[CH:5][CH:6]=[CH:7][CH:8]=2)[CH2:3][NH:2]1.Br[CH2:11][CH:12]1[CH2:14][O:13]1.C([O-])([O-])=O.[K+].[K+]. Product: [O:13]1[CH2:14][CH:12]1[CH2:11][N:2]1[CH2:3][C:4]2[C:9](=[CH:8][CH:7]=[CH:6][CH:5]=2)[CH2:1]1. The catalyst class is: 23.